Dataset: Forward reaction prediction with 1.9M reactions from USPTO patents (1976-2016). Task: Predict the product of the given reaction. (1) Given the reactants [CH3:1][S:2](Cl)(=[O:4])=[O:3].[OH:6][CH2:7][CH2:8][O:9][CH2:10][CH2:11][O:12][C:13]1[CH:20]=[CH:19][C:16]([C:17]#[N:18])=[CH:15][CH:14]=1.C(N(CC)CC)C, predict the reaction product. The product is: [CH3:1][S:2]([O:6][CH2:7][CH2:8][O:9][CH2:10][CH2:11][O:12][C:13]1[CH:14]=[CH:15][C:16]([C:17]#[N:18])=[CH:19][CH:20]=1)(=[O:4])=[O:3]. (2) Given the reactants [C:1]([O:5][C:6](=[O:24])[NH:7][C:8]1[CH:13]=[CH:12][C:11]([C:14]#[C:15][C:16]2[CH:21]=[CH:20][C:19]([F:22])=[CH:18][CH:17]=2)=[CH:10][C:9]=1[NH2:23])([CH3:4])([CH3:3])[CH3:2].C([O:29][C:30](=O)[CH2:31][C:32](=[O:45])[C:33]1[CH:38]=[CH:37][CH:36]=[C:35]([C:39]2[CH:44]=[CH:43][CH:42]=[CH:41][N:40]=2)[CH:34]=1)(C)(C)C, predict the reaction product. The product is: [C:1]([O:5][C:6](=[O:24])[NH:7][C:8]1[CH:13]=[CH:12][C:11]([C:14]#[C:15][C:16]2[CH:17]=[CH:18][C:19]([F:22])=[CH:20][CH:21]=2)=[CH:10][C:9]=1[NH:23][C:30](=[O:29])[CH2:31][C:32](=[O:45])[C:33]1[CH:38]=[CH:37][CH:36]=[C:35]([C:39]2[CH:44]=[CH:43][CH:42]=[CH:41][N:40]=2)[CH:34]=1)([CH3:4])([CH3:2])[CH3:3]. (3) Given the reactants [Br:1][C:2]1[CH:3]=[CH:4][CH:5]=[C:6]2[C:11]=1[N:10]=[C:9]([CH3:12])[CH:8]=[C:7]2Cl.[Cl:14][C:15]1[CH:16]=[C:17]([CH:20]=[CH:21][C:22]=1[Cl:23])[CH2:18][NH2:19].O, predict the reaction product. The product is: [Br:1][C:2]1[CH:3]=[CH:4][CH:5]=[C:6]2[C:11]=1[N:10]=[C:9]([CH3:12])[CH:8]=[C:7]2[NH:19][CH2:18][C:17]1[CH:20]=[CH:21][C:22]([Cl:23])=[C:15]([Cl:14])[CH:16]=1. (4) The product is: [F:21][C:11]1[C:12]([O:19][CH3:20])=[CH:13][C:14]([O:17][CH3:18])=[C:15]([F:16])[C:10]=1[NH:9][CH2:8][C:7]1[CH:6]=[N:5][C:4]2[N:22]([CH2:25][C:26]3[CH:31]=[CH:30][C:29]([O:32][CH3:33])=[CH:28][CH:27]=3)[N:23]=[CH:24][C:3]=2[C:2]=1[NH:40][C:38]1[CH:37]=[N:36][N:35]([CH3:34])[CH:39]=1. Given the reactants Cl[C:2]1[C:7]([CH2:8][NH:9][C:10]2[C:15]([F:16])=[C:14]([O:17][CH3:18])[CH:13]=[C:12]([O:19][CH3:20])[C:11]=2[F:21])=[CH:6][N:5]=[C:4]2[N:22]([CH2:25][C:26]3[CH:31]=[CH:30][C:29]([O:32][CH3:33])=[CH:28][CH:27]=3)[N:23]=[CH:24][C:3]=12.[CH3:34][N:35]1[CH:39]=[C:38]([NH2:40])[CH:37]=[N:36]1.C(=O)([O-])[O-].[Cs+].[Cs+].CC1(C)C2C=CC=C(P(C3C=CC=CC=3)C3C=CC=CC=3)C=2OC2C1=CC=CC=2P(C1C=CC=CC=1)C1C=CC=CC=1, predict the reaction product. (5) Given the reactants Cl[C:2]1[CH:7]=[C:6]([C:8]2[CH:13]=[CH:12][C:11]([O:14][C:15]([F:18])([F:17])[F:16])=[CH:10][CH:9]=2)[N:5]=[CH:4][N:3]=1.[CH:19]([C:21]1[CH:26]=[CH:25][C:24](B(O)O)=[CH:23][CH:22]=1)=[O:20], predict the reaction product. The product is: [F:16][C:15]([F:18])([F:17])[O:14][C:11]1[CH:12]=[CH:13][C:8]([C:6]2[N:5]=[CH:4][N:3]=[C:2]([C:24]3[CH:25]=[CH:26][C:21]([CH:19]=[O:20])=[CH:22][CH:23]=3)[CH:7]=2)=[CH:9][CH:10]=1. (6) The product is: [NH2:11][C:12]1[C:13](=[O:29])[N:14]([CH2:21][C:22]([O:24][C:25]([CH3:26])([CH3:28])[CH3:27])=[O:23])[C:15]([CH:18]([CH3:19])[CH3:20])=[CH:16][CH:17]=1. Given the reactants C(OC([NH:11][C:12]1[C:13](=[O:29])[N:14]([CH2:21][C:22]([O:24][C:25]([CH3:28])([CH3:27])[CH3:26])=[O:23])[C:15]([CH:18]([CH3:20])[CH3:19])=[CH:16][CH:17]=1)=O)C1C=CC=CC=1, predict the reaction product. (7) Given the reactants [C:1]([C:3]1[CH:8]=[CH:7][C:6]([C@@H:9]2[O:14][CH2:13][C@H:12]3[CH2:15][N:16]([C:19]([O:21][C:22]([CH3:25])([CH3:24])[CH3:23])=[O:20])[CH2:17][CH2:18][N:11]3[CH2:10]2)=[CH:5][C:4]=1[O:26][CH3:27])#[N:2].[F:28]C1C=C(C2CO2)C=CC=1C#N.OC[C@@H]1NCCN(C(OC(C)(C)C)=O)C1, predict the reaction product. The product is: [C:1]([C:3]1[C:4]([O:26][CH3:27])=[CH:5][C:6]([C@@H:9]2[O:14][CH2:13][C@H:12]3[CH2:15][N:16]([C:19]([O:21][C:22]([CH3:23])([CH3:24])[CH3:25])=[O:20])[CH2:17][CH2:18][N:11]3[CH2:10]2)=[CH:7][C:8]=1[F:28])#[N:2]. (8) The product is: [NH:26]([CH2:25][CH2:24][CH2:23][C@H:15]([NH:14][C:12]([C:8]1[C:7](=[O:48])[N:6]([CH2:5][C:4]2[CH:49]=[CH:50][CH:51]=[C:2]([Cl:1])[CH:3]=2)[CH:11]=[CH:10][CH:9]=1)=[O:13])[C:16]([OH:18])=[O:17])[C:27]([NH2:29])=[NH:28].[C:52]([OH:58])([C:54]([F:57])([F:56])[F:55])=[O:53]. Given the reactants [Cl:1][C:2]1[CH:3]=[C:4]([CH:49]=[CH:50][CH:51]=1)[CH2:5][N:6]1[CH:11]=[CH:10][CH:9]=[C:8]([C:12]([NH:14][C@@H:15]([CH2:23][CH2:24][CH2:25][NH:26][C:27]([NH:29]S(C2C(C)=C3C(=C(C)C=2C)OC(C)(C)CC3)(=O)=O)=[NH:28])[C:16]([O:18]C(C)(C)C)=[O:17])=[O:13])[C:7]1=[O:48].[C:52]([OH:58])([C:54]([F:57])([F:56])[F:55])=[O:53].C([SiH](CC)CC)C, predict the reaction product. (9) The product is: [C:1]([O:5][C:6]([N:8]1[CH2:9][CH2:10][CH:11]([O:14][C:15]2[CH:20]=[CH:19][C:18]([N:21]([CH2:22][C:23]3[N:27]([CH2:28][C:29](=[O:37])[NH:30][CH:31]4[CH2:32][CH2:33][CH2:34][CH2:35][CH2:36]4)[C:26]4[CH:38]=[CH:39][C:40]([C:42]#[N:43])=[CH:41][C:25]=4[N:24]=3)[CH2:51][C:52]([O:54][CH2:55][CH3:56])=[O:53])=[CH:17][CH:16]=2)[CH2:12][CH2:13]1)=[O:7])([CH3:4])([CH3:2])[CH3:3]. Given the reactants [C:1]([O:5][C:6]([N:8]1[CH2:13][CH2:12][CH:11]([O:14][C:15]2[CH:20]=[CH:19][C:18]([NH:21][CH2:22][C:23]3[N:27]([CH2:28][C:29](=[O:37])[NH:30][CH:31]4[CH2:36][CH2:35][CH2:34][CH2:33][CH2:32]4)[C:26]4[CH:38]=[CH:39][C:40]([C:42]#[N:43])=[CH:41][C:25]=4[N:24]=3)=[CH:17][CH:16]=2)[CH2:10][CH2:9]1)=[O:7])([CH3:4])([CH3:3])[CH3:2].C(=O)([O-])[O-].[K+].[K+].Br[CH2:51][C:52]([O:54][CH2:55][CH3:56])=[O:53].O, predict the reaction product. (10) Given the reactants Br[C:2](Br)=[CH:3][C:4]1[CH:9]=[CH:8][CH:7]=[CH:6][C:5]=1[NH:10][C:11]1[CH:16]=[CH:15][CH:14]=[CH:13][CH:12]=1.[C:18]1(B(O)O)[CH:23]=[CH:22][CH:21]=[CH:20][CH:19]=1.[O-]P([O-])([O-])=O.[K+].[K+].[K+].O, predict the reaction product. The product is: [C:11]1([N:10]2[C:5]3[C:4](=[CH:9][CH:8]=[CH:7][CH:6]=3)[CH:3]=[C:2]2[C:18]2[CH:23]=[CH:22][CH:21]=[CH:20][CH:19]=2)[CH:16]=[CH:15][CH:14]=[CH:13][CH:12]=1.